Dataset: Forward reaction prediction with 1.9M reactions from USPTO patents (1976-2016). Task: Predict the product of the given reaction. (1) Given the reactants [C:1]([O:5][C:6]([N:8]1[CH2:12][C@@H:11]([N:13]=[N+]=[N-])[C@H:10]([F:16])[C@H:9]1[C:17](=[O:28])[NH:18][CH2:19][C:20]1[CH:25]=[CH:24][CH:23]=[C:22]([Cl:26])[C:21]=1[F:27])=[O:7])([CH3:4])([CH3:3])[CH3:2].CP(C)C.O, predict the reaction product. The product is: [C:1]([O:5][C:6]([N:8]1[CH2:12][C@@H:11]([NH2:13])[C@H:10]([F:16])[C@H:9]1[C:17](=[O:28])[NH:18][CH2:19][C:20]1[CH:25]=[CH:24][CH:23]=[C:22]([Cl:26])[C:21]=1[F:27])=[O:7])([CH3:4])([CH3:2])[CH3:3]. (2) Given the reactants [N+:1]([C:4]1[CH:5]=[C:6]([C:14]([OH:16])=[O:15])[C:7]2[C:12]([CH:13]=1)=[CH:11][CH:10]=[CH:9][CH:8]=2)([O-:3])=[O:2].O=S(Cl)Cl.[CH3:21][CH2:22]O, predict the reaction product. The product is: [N+:1]([C:4]1[CH:5]=[C:6]([C:14]([O:16][CH2:21][CH3:22])=[O:15])[C:7]2[C:12]([CH:13]=1)=[CH:11][CH:10]=[CH:9][CH:8]=2)([O-:3])=[O:2]. (3) Given the reactants [OH:1][CH2:2][CH2:3][O:4][C:5]1[C:12]([O:13][CH3:14])=[CH:11][C:8]([CH:9]=[O:10])=[CH:7][C:6]=1[O:15][CH3:16].[CH:17]([O:19][CH2:20][CH3:21])=[CH2:18].CC1C=CC(S([O-])(=O)=O)=CC=1.C1C=C[NH+]=CC=1.C(=O)([O-])O.[Na+].OCCOC1C(OC)=CC(OC)=CC=1C=O, predict the reaction product. The product is: [CH2:17]([O:19][CH:20]([O:1][CH2:2][CH2:3][O:4][C:5]1[C:12]([O:13][CH3:14])=[CH:11][C:8]([CH:9]=[O:10])=[CH:7][C:6]=1[O:15][CH3:16])[CH3:21])[CH3:18].